From a dataset of Reaction yield outcomes from USPTO patents with 853,638 reactions. Predict the reaction yield, written as a fraction of the theoretical maximum amount of product (1.0 means a 100% yield; for example, 0.34 means a 34% yield). (1) The reactants are [Cl:1][C:2]1[CH:7]=[CH:6][CH:5]=[C:4]([Cl:8])[C:3]=1[C:9]1[CH:19]=[C:18]([CH3:20])[C:12]2[N:13]=[C:14]([NH2:17])[N:15]=[N:16][C:11]=2[CH:10]=1.[C:21]([O:25][C:26]([N:28]1[CH2:33][CH2:32][N:31]([S:34]([C:37]2[CH:42]=[CH:41][C:40](Br)=[CH:39][CH:38]=2)(=[O:36])=[O:35])[CH2:30][CH2:29]1)=[O:27])([CH3:24])([CH3:23])[CH3:22].C(=O)([O-])[O-].[Cs+].[Cs+].C1(P(C2C=CC=CC=2)C2C3OC4C(=CC=CC=4P(C4C=CC=CC=4)C4C=CC=CC=4)C(C)(C)C=3C=CC=2)C=CC=CC=1. The catalyst is [Pd].[Pd].C(=CC(C=CC1C=CC=CC=1)=O)C1C=CC=CC=1.C(=CC(C=CC1C=CC=CC=1)=O)C1C=CC=CC=1.C(=CC(C=CC1C=CC=CC=1)=O)C1C=CC=CC=1. The product is [C:21]([O:25][C:26]([N:28]1[CH2:33][CH2:32][N:31]([S:34]([C:37]2[CH:42]=[CH:41][C:40]([NH:17][C:14]3[N:15]=[N:16][C:11]4[CH:10]=[C:9]([C:3]5[C:4]([Cl:8])=[CH:5][CH:6]=[CH:7][C:2]=5[Cl:1])[CH:19]=[C:18]([CH3:20])[C:12]=4[N:13]=3)=[CH:39][CH:38]=2)(=[O:36])=[O:35])[CH2:30][CH2:29]1)=[O:27])([CH3:24])([CH3:22])[CH3:23]. The yield is 0.440. (2) The reactants are [CH2:1]([OH:4])[CH2:2][OH:3].[Cl:5][C:6]1[S:7][C:8]([CH:12]=O)=[C:9]([Cl:11])[N:10]=1. The catalyst is C1(C)C=CC=CC=1.O.C1(C)C=CC(S(O)(=O)=O)=CC=1. The product is [Cl:5][C:6]1[S:7][C:8]([CH:12]2[O:4][CH2:1][CH2:2][O:3]2)=[C:9]([Cl:11])[N:10]=1. The yield is 0.960. (3) The reactants are [Cl-].[Li+].[Cu](C#N)C#N.[CH:8]1([Mg]Cl)[CH2:12][CH2:11][CH2:10][CH2:9]1.C(OCC)C.[C:20]([O:24][CH3:25])(=[O:23])[C:21]#[CH:22].[I:26]I. The catalyst is O1CCCC1. The product is [CH3:25][O:24][C:20](=[O:23])/[C:21](/[I:26])=[CH:22]\[CH:8]1[CH2:12][CH2:11][CH2:10][CH2:9]1. The yield is 0.970. (4) The reactants are C[CH:2]([N:6]1[C:10]2[CH:11]=[CH:12][C:13]([Cl:15])=[CH:14][C:9]=2[N:8]=[C:7]1[C:16]1[CH:21]=[C:20]([Cl:22])[CH:19]=[CH:18][C:17]=1[Cl:23])[C:3](O)=[O:4].CC(N1C2C=C(Cl)C=CC=2N=C1C1C=C(Cl)C=CC=1Cl)C(O)=O.[C:47]([C:51]1[CH:52]=[C:53]([CH:55]=[C:56]([C:58]([CH3:61])([CH3:60])[CH3:59])[CH:57]=1)[NH2:54])([CH3:50])([CH3:49])[CH3:48].CN(C(ON1N=NC2C=CC=NC1=2)=[N+](C)C)C.F[P-](F)(F)(F)(F)F. No catalyst specified. The product is [Cl:15][C:13]1[CH:12]=[CH:11][C:10]2[N:6]([CH2:2][C:3]([NH:54][C:53]3[CH:55]=[C:56]([C:58]([CH3:60])([CH3:59])[CH3:61])[CH:57]=[C:51]([C:47]([CH3:50])([CH3:49])[CH3:48])[CH:52]=3)=[O:4])[C:7]([C:16]3[CH:21]=[C:20]([Cl:22])[CH:19]=[CH:18][C:17]=3[Cl:23])=[N:8][C:9]=2[CH:14]=1. The yield is 0.350. (5) The reactants are C1(N(C2CCCCC2)C)CCCCC1.[CH:15]([S:17]([N:20]1[CH2:29][CH2:28][C:23]2([O:27][CH2:26][CH2:25][O:24]2)[CH2:22][CH2:21]1)(=[O:19])=[O:18])=[CH2:16].Br[C:31]1[CH:39]=[CH:38][C:34]([C:35]([OH:37])=[O:36])=[CH:33][C:32]=1[CH3:40].F[B-](F)(F)F.C([PH+](C(C)(C)C)C(C)(C)C)(C)(C)C. The catalyst is CN1C(=O)CCC1.C(OCC)(=O)C.C1C=CC(/C=C/C(/C=C/C2C=CC=CC=2)=O)=CC=1.C1C=CC(/C=C/C(/C=C/C2C=CC=CC=2)=O)=CC=1.[Pd]. The product is [O:27]1[C:23]2([CH2:22][CH2:21][N:20]([S:17](/[CH:15]=[CH:16]/[C:31]3[CH:39]=[CH:38][C:34]([C:35]([OH:37])=[O:36])=[CH:33][C:32]=3[CH3:40])(=[O:18])=[O:19])[CH2:29][CH2:28]2)[O:24][CH2:25][CH2:26]1. The yield is 0.941. (6) The reactants are C([O-])(O)=O.[Na+].[CH3:6][O:7][CH2:8][CH2:9][O:10][CH2:11][C:12]([C:15]1[CH:20]=[CH:19][C:18]([NH2:21])=[CH:17][C:16]=1[N+:22]([O-:24])=[O:23])([CH3:14])[CH3:13].[C:25](Cl)(=[O:27])[CH3:26].O. The catalyst is ClCCl. The product is [CH3:6][O:7][CH2:8][CH2:9][O:10][CH2:11][C:12]([C:15]1[CH:20]=[CH:19][C:18]([NH:21][C:25](=[O:27])[CH3:26])=[CH:17][C:16]=1[N+:22]([O-:24])=[O:23])([CH3:14])[CH3:13]. The yield is 0.870.